From a dataset of Full USPTO retrosynthesis dataset with 1.9M reactions from patents (1976-2016). Predict the reactants needed to synthesize the given product. (1) Given the product [OH:21][C:20]1[C:19](=[O:22])[C:18]2[C:13]([C:12](=[O:23])[C:11]=1[C@H:8]1[CH2:7][CH2:6][C@H:5]([C:1]([CH3:2])([CH3:4])[CH3:3])[CH2:10][CH2:9]1)=[CH:14][CH:15]=[CH:16][CH:17]=2, predict the reactants needed to synthesize it. The reactants are: [C:1]([C@@H:5]1[CH2:10][CH2:9][C@H:8]([C:11]2[C:12](=[O:23])[C:13]3[C:18]([C:19](=[O:22])[C:20]=2[OH:21])=[CH:17][CH:16]=[CH:15][CH:14]=3)[CH2:7][CH2:6]1)([CH3:4])([CH3:3])[CH3:2].C1C=CC2C(C(O)=C([C@@H]3CC[C@@H](C4C=CC(Cl)=CC=4)CC3)C(=O)C=2C=1)=O. (2) Given the product [F:17][C:18]1[CH:25]=[CH:24][CH:23]=[CH:22][C:19]=1[CH2:20][N:4]1[C:5]2=[N:6][CH:7]=[N:8][CH:9]=[C:10]2[C:2]([I:1])=[N:3]1, predict the reactants needed to synthesize it. The reactants are: [I:1][C:2]1[C:10]2[C:5](=[N:6][CH:7]=[N:8][CH:9]=2)[NH:4][N:3]=1.C(=O)([O-])[O-].[Cs+].[Cs+].[F:17][C:18]1[CH:25]=[CH:24][CH:23]=[CH:22][C:19]=1[CH2:20]Br.